From a dataset of Forward reaction prediction with 1.9M reactions from USPTO patents (1976-2016). Predict the product of the given reaction. (1) Given the reactants Br[C:2]1[CH:10]=[CH:9][CH:8]=[C:7]2[C:3]=1[CH2:4][CH2:5][C:6]2=[O:11].[C:12]1([SH:18])[CH:17]=[CH:16][CH:15]=[CH:14][CH:13]=1.C1(P(C2C=CC=CC=2)C2C3OC4C(=CC=CC=4P(C4C=CC=CC=4)C4C=CC=CC=4)C(C)(C)C=3C=CC=2)C=CC=CC=1.C(N(CC)C(C)C)(C)C, predict the reaction product. The product is: [C:12]1([S:18][C:2]2[CH:10]=[CH:9][CH:8]=[C:7]3[C:3]=2[CH2:4][CH2:5][C:6]3=[O:11])[CH:17]=[CH:16][CH:15]=[CH:14][CH:13]=1. (2) The product is: [Cl:16][C:13]1[CH:14]=[CH:15][C:10]([CH2:9][NH:8][C:4]2[CH:5]=[CH:6][CH:7]=[C:2]([C:29]3[CH:28]=[CH:9][N:8]=[CH:4][CH:3]=3)[CH:3]=2)=[CH:11][C:12]=1[F:17]. Given the reactants Br[C:2]1[CH:3]=[C:4]([NH:8][CH2:9][C:10]2[CH:15]=[CH:14][C:13]([Cl:16])=[C:12]([F:17])[CH:11]=2)[CH:5]=[CH:6][CH:7]=1.B(O)O.C([O-])(O)=O.[Na+].CO[CH2:28][CH2:29]OC.O, predict the reaction product.